This data is from Catalyst prediction with 721,799 reactions and 888 catalyst types from USPTO. The task is: Predict which catalyst facilitates the given reaction. (1) Reactant: Cl[C:2]1[C:11]2=[N:12][N:13]([CH3:15])[CH:14]=[C:10]2[C:9]2[CH:8]=[C:7]([Cl:16])[CH:6]=[CH:5][C:4]=2[N:3]=1.[CH3:17][N:18]1[CH2:23][CH2:22][NH:21][CH2:20][CH2:19]1.CCN(CC)CC. Product: [Cl:16][C:7]1[CH:6]=[CH:5][C:4]2[N:3]=[C:2]([N:21]3[CH2:22][CH2:23][N:18]([CH3:17])[CH2:19][CH2:20]3)[C:11]3=[N:12][N:13]([CH3:15])[CH:14]=[C:10]3[C:9]=2[CH:8]=1. The catalyst class is: 8. (2) Reactant: [Br-].[C:2]([CH2:5][CH2:6][CH2:7][CH2:8][CH2:9][P+](C1C=CC=CC=1)(C1C=CC=CC=1)C1C=CC=CC=1)([OH:4])=[O:3].C[Si]([N-][Si](C)(C)C)(C)C.[Li+].[CH3:39][C@H:40]([CH2:45][CH2:46][CH2:47][CH2:48][CH2:49][CH2:50][CH2:51][CH2:52][O:53][CH:54]1[CH2:59][CH2:58][CH2:57][CH2:56][O:55]1)[CH2:41][CH2:42][CH:43]=O.[NH4+].[Cl-]. Product: [CH3:39][C@H:40]([CH2:45][CH2:46][CH2:47][CH2:48][CH2:49][CH2:50][CH2:51][CH2:52][O:53][CH:54]1[CH2:59][CH2:58][CH2:57][CH2:56][O:55]1)[CH2:41][CH2:42][CH:43]=[CH:9][CH2:8][CH2:7][CH2:6][CH2:5][C:2]([OH:4])=[O:3]. The catalyst class is: 11. (3) Reactant: [CH3:1][C:2]1[C:11]2[C:6](=[C:7]([N+:12]([O-])=O)[CH:8]=[CH:9][CH:10]=2)[CH:5]=[CH:4][N:3]=1.O1CCCC1.[H][H]. Product: [CH3:1][C:2]1[C:11]2[CH:10]=[CH:9][CH:8]=[C:7]([NH2:12])[C:6]=2[CH:5]=[CH:4][N:3]=1. The catalyst class is: 19. (4) Reactant: [Br:1][C:2]1[C:7]2[N:8]=[C:9]([CH3:11])[S:10][C:6]=2[CH:5]=[CH:4][C:3]=1[CH:12](O)[CH3:13].C(N(CC)CC)C.CS(Cl)(=O)=O.[N-:27]=[N+:28]=[N-:29].[Na+]. Product: [N:27]([CH:12]([C:3]1[CH:4]=[CH:5][C:6]2[S:10][C:9]([CH3:11])=[N:8][C:7]=2[C:2]=1[Br:1])[CH3:13])=[N+:28]=[N-:29]. The catalyst class is: 124. (5) Reactant: C([O:5][C:6]([C:8]1[C:12]2[CH2:13][C:14]([O:16]CC)=[CH:15][C:11]=2[N:10]([S:19]([C:22]2[CH:27]=[CH:26][C:25]([CH3:28])=[CH:24][CH:23]=2)(=[O:21])=[O:20])[N:9]=1)=[O:7])(C)(C)C.FC(F)(F)C(O)=O. Product: [O:16]=[C:14]1[CH2:13][C:12]2[C:8]([C:6]([OH:7])=[O:5])=[N:9][N:10]([S:19]([C:22]3[CH:23]=[CH:24][C:25]([CH3:28])=[CH:26][CH:27]=3)(=[O:21])=[O:20])[C:11]=2[CH2:15]1. The catalyst class is: 2. (6) Reactant: C([O:4][CH:5]1[CH:10]([O:11]C(=O)C)[CH:9]([O:15]C(=O)C)[CH:8]([CH2:19][O:20]C(=O)C)[O:7][CH:6]1[O:24][C:25]1[CH:29]=[C:28]([CH:30]([CH3:32])[CH3:31])[S:27][C:26]=1[CH2:33][C:34]1[CH:39]=[CH:38][C:37]([O:40][CH3:41])=[CH:36][CH:35]=1)(=O)C.C[O-].[Na+]. Product: [OH:20][CH2:19][CH:8]1[CH:9]([OH:15])[CH:10]([OH:11])[CH:5]([OH:4])[CH:6]([O:24][C:25]2[CH:29]=[C:28]([CH:30]([CH3:31])[CH3:32])[S:27][C:26]=2[CH2:33][C:34]2[CH:35]=[CH:36][C:37]([O:40][CH3:41])=[CH:38][CH:39]=2)[O:7]1. The catalyst class is: 5.